From a dataset of Forward reaction prediction with 1.9M reactions from USPTO patents (1976-2016). Predict the product of the given reaction. (1) Given the reactants Br[C:2]1[N:7]=[C:6]([NH:8][C:9]([CH3:12])([CH3:11])[CH3:10])[CH:5]=[CH:4][CH:3]=1.C([Sn](CCCC)(CCCC)[C:18]1[N:22]2[CH:23]=[CH:24][C:25]([C:27]([F:30])([F:29])[F:28])=[N:26][C:21]2=[N:20][CH:19]=1)CCC, predict the reaction product. The product is: [C:9]([NH:8][C:6]1[CH:5]=[CH:4][CH:3]=[C:2]([C:18]2[N:22]3[CH:23]=[CH:24][C:25]([C:27]([F:28])([F:29])[F:30])=[N:26][C:21]3=[N:20][CH:19]=2)[N:7]=1)([CH3:12])([CH3:11])[CH3:10]. (2) Given the reactants [NH2:1][CH2:2][CH2:3][C:4]1[C:12]2[C:7](=[CH:8][CH:9]=[CH:10][CH:11]=2)[NH:6][CH:5]=1.BrC1C=CC(F)=C([N+]([O-])=O)C=1.F[C:25]1[CH:32]=[CH:31][C:30]([N+:33]([O-:35])=[O:34])=[CH:29][C:26]=1[C:27]#[N:28].ClCCl, predict the reaction product. The product is: [C:27]([C:26]1[CH:29]=[C:30]([N+:33]([O-:35])=[O:34])[CH:31]=[CH:32][C:25]=1[NH:1][CH2:2][CH2:3][C:4]1[C:12]2[C:7](=[CH:8][CH:9]=[CH:10][CH:11]=2)[NH:6][CH:5]=1)#[N:28]. (3) Given the reactants [C:1]([O:9]CC)(=O)[CH2:2][C:3]([O:5][CH2:6][CH3:7])=[O:4].[H-].[Na+].[H][H].[CH3:16][C:17]1[CH:28]=[CH:27][C:20]2[NH:21]C(=O)[O:23][C:24](=O)[C:19]=2[CH:18]=1.Cl, predict the reaction product. The product is: [CH2:6]([O:5][C:3]([C:2]1[C:1](=[O:9])[NH:21][C:20]2[C:19]([C:24]=1[OH:23])=[CH:18][C:17]([CH3:16])=[CH:28][CH:27]=2)=[O:4])[CH3:7]. (4) The product is: [Cl:1][C:2]1[N:3]=[C:4]([Cl:18])[C:5]2[CH2:10][CH2:9][C:8]([C:11]3[CH:16]=[CH:15][C:14]([F:17])=[CH:13][CH:12]=3)([CH3:19])[C:6]=2[N:7]=1. Given the reactants [Cl:1][C:2]1[N:3]=[C:4]([Cl:18])[C:5]2[CH2:10][CH2:9][CH:8]([C:11]3[CH:16]=[CH:15][C:14]([F:17])=[CH:13][CH:12]=3)[C:6]=2[N:7]=1.[CH3:19][Si]([N-][Si](C)(C)C)(C)C.[K+].N[C@H](C(O)=O)CCSC.CCOC(C)=O, predict the reaction product. (5) Given the reactants Br[C:2]1[CH:7]=[CH:6][C:5]([N+:8]([O-:10])=[O:9])=[CH:4][CH:3]=1.[C:11]([C:15]1[CH:20]=[CH:19][C:18](B(O)O)=[CH:17][CH:16]=1)([CH3:14])([CH3:13])[CH3:12].[F-].[K+], predict the reaction product. The product is: [C:11]([C:15]1[CH:20]=[CH:19][C:18]([C:2]2[CH:7]=[CH:6][C:5]([N+:8]([O-:10])=[O:9])=[CH:4][CH:3]=2)=[CH:17][CH:16]=1)([CH3:14])([CH3:13])[CH3:12]. (6) Given the reactants [Li+].CC([N-]C(C)C)C.[CH2:9]([C:15]1[CH:19]=[CH:18][S:17][C:16]=1[Si:20]([CH3:23])([CH3:22])[CH3:21])[CH2:10][CH2:11][CH2:12][CH2:13][CH3:14].[CH2:24]([O:26][CH2:27][CH2:28][O:29][C:30]1[CH:35]=[CH:34][C:33]([CH2:36][CH2:37][Ge:38](Cl)([CH3:40])[CH3:39])=[CH:32][CH:31]=1)[CH3:25], predict the reaction product. The product is: [CH2:24]([O:26][CH2:27][CH2:28][O:29][C:30]1[CH:31]=[CH:32][C:33]([CH2:36][CH2:37][Ge:38]([CH3:40])([CH3:39])[C:18]2[S:17][C:16]([Si:20]([CH3:23])([CH3:22])[CH3:21])=[C:15]([CH2:9][CH2:10][CH2:11][CH2:12][CH2:13][CH3:14])[CH:19]=2)=[CH:34][CH:35]=1)[CH3:25]. (7) Given the reactants [CH3:1][C:2]1[CH:10]=[CH:9][C:5]([C:6]([NH2:8])=[O:7])=[CH:4][C:3]=1[C:11]1[CH:12]=[C:13]2[C:18](=[CH:19][CH:20]=1)[C:17]([N:21]1[CH2:26][CH2:25][S:24][CH2:23][CH2:22]1)=[N:16][N:15]=[CH:14]2.[OH:27]OS([O-])=O.[K+], predict the reaction product. The product is: [CH3:1][C:2]1[CH:10]=[CH:9][C:5]([C:6]([NH2:8])=[O:7])=[CH:4][C:3]=1[C:11]1[CH:12]=[C:13]2[C:18](=[CH:19][CH:20]=1)[C:17]([N:21]1[CH2:26][CH2:25][S:24](=[O:27])[CH2:23][CH2:22]1)=[N:16][N:15]=[CH:14]2. (8) Given the reactants [Br:1][C:2]1[CH:10]=[C:6]([C:7]([OH:9])=[O:8])[C:5](O)=[C:4]([CH3:12])[CH:3]=1.[C:13](=O)([O-])[O-].[K+].[K+].S([O:24][CH3:25])(OC)(=O)=O, predict the reaction product. The product is: [Br:1][C:2]1[CH:3]=[C:4]([CH3:12])[C:5]([O:24][CH3:25])=[C:6]([CH:10]=1)[C:7]([O:9][CH3:13])=[O:8]. (9) Given the reactants [OH:1][C:2]1[CH:17]=[CH:16][C:5]([O:6][CH2:7][C:8]([C:10]2[CH:15]=[CH:14][CH:13]=[CH:12][CH:11]=2)=O)=[C:4]([CH3:18])[C:3]=1[CH3:19].O, predict the reaction product. The product is: [CH3:19][C:3]1[C:2]([OH:1])=[CH:17][C:16]2[C:8]([C:10]3[CH:15]=[CH:14][CH:13]=[CH:12][CH:11]=3)=[CH:7][O:6][C:5]=2[C:4]=1[CH3:18].